From a dataset of Full USPTO retrosynthesis dataset with 1.9M reactions from patents (1976-2016). Predict the reactants needed to synthesize the given product. (1) Given the product [C:28]([C:25]1([NH:24][C:17]2[CH:16]=[C:15]([CH:12]3[CH2:11][C:10]([CH3:23])([CH3:22])[C:9]4[C:14](=[C:5]([C:3]([OH:2])=[O:4])[CH:6]=[CH:7][CH:8]=4)[NH:13]3)[CH:20]=[CH:19][CH:18]=2)[CH2:27][CH2:26]1)([OH:30])=[O:29], predict the reactants needed to synthesize it. The reactants are: C[O:2][C:3]([C:5]1[CH:6]=[CH:7][CH:8]=[C:9]2[C:14]=1[NH:13][CH:12]([C:15]1[CH:20]=[CH:19][CH:18]=[C:17](Br)[CH:16]=1)[CH2:11][C:10]2([CH3:23])[CH3:22])=[O:4].[NH2:24][C:25]1([C:28]([OH:30])=[O:29])[CH2:27][CH2:26]1.C(=O)([O-])[O-].[K+].[K+]. (2) Given the product [CH:21]1([NH:27][C:2]2[C:11]3[C:6](=[C:7]([O:12][C:13]([F:16])([F:15])[F:14])[CH:8]=[CH:9][CH:10]=3)[N:5]=[CH:4][C:3]=2[S:17][CH2:18][CH2:19][CH3:20])[CH2:26][CH2:25][CH2:24][CH2:23][CH2:22]1, predict the reactants needed to synthesize it. The reactants are: Cl[C:2]1[C:11]2[C:6](=[C:7]([O:12][C:13]([F:16])([F:15])[F:14])[CH:8]=[CH:9][CH:10]=2)[N:5]=[CH:4][C:3]=1[S:17][CH2:18][CH2:19][CH3:20].[CH:21]1([NH2:27])[CH2:26][CH2:25][CH2:24][CH2:23][CH2:22]1. (3) Given the product [F:22][C:19]1[CH:18]=[CH:17][C:16]([C:10]2[C:9]3[C:13](=[CH:14][CH:15]=[C:7]([C:5]4[NH:25][C:30]([CH2:31][CH2:32][CH3:33])=[N:35][N:6]=4)[CH:8]=3)[NH:12][N:11]=2)=[CH:21][CH:20]=1, predict the reactants needed to synthesize it. The reactants are: Cl.C(O[C:5]([C:7]1[CH:8]=[C:9]2[C:13](=[CH:14][CH:15]=1)[NH:12][N:11]=[C:10]2[C:16]1[CH:21]=[CH:20][C:19]([F:22])=[CH:18][CH:17]=1)=[NH:6])C.C([N:25](CC)CC)C.[C:30]([NH:35]N)(=O)[CH2:31][CH2:32][CH3:33]. (4) Given the product [Cl:28][C:29]1[CH:30]=[N:31][C:32]2[C:37]([CH:38]=1)=[CH:36][CH:35]=[C:34]([C:2]1[CH:7]=[CH:6][C:5]([CH:8]([N:12]3[CH2:26][CH2:25][C:15]4([O:20][CH2:19][C:18](=[O:21])[N:17]([CH:22]5[CH2:24][CH2:23]5)[CH2:16]4)[CH2:14][CH2:13]3)[C:9]([NH2:11])=[O:10])=[C:4]([F:27])[CH:3]=1)[CH:33]=2, predict the reactants needed to synthesize it. The reactants are: Br[C:2]1[CH:7]=[CH:6][C:5]([CH:8]([N:12]2[CH2:26][CH2:25][C:15]3([O:20][CH2:19][C:18](=[O:21])[N:17]([CH:22]4[CH2:24][CH2:23]4)[CH2:16]3)[CH2:14][CH2:13]2)[C:9]([NH2:11])=[O:10])=[C:4]([F:27])[CH:3]=1.[Cl:28][C:29]1[CH:30]=[N:31][C:32]2[C:37]([CH:38]=1)=[CH:36][CH:35]=[C:34](B1OC(C)(C)C(C)(C)O1)[CH:33]=2.B(O)O.C(=O)([O-])[O-].[K+].[K+]. (5) Given the product [C:1]1([C@H:7]2[CH2:8][CH2:9][C@H:10]([O:13][C:15]3[CH:16]=[C:17]4[C:22](=[CH:23][CH:24]=3)[CH:21]=[C:20]([C@:25]3([CH3:31])[CH2:29][O:28][C:27](=[O:30])[NH:26]3)[CH:19]=[CH:18]4)[CH2:11][CH2:12]2)[CH:6]=[CH:5][CH:4]=[CH:3][CH:2]=1, predict the reactants needed to synthesize it. The reactants are: [C:1]1([C@H:7]2[CH2:12][CH2:11][C@H:10]([OH:13])[CH2:9][CH2:8]2)[CH:6]=[CH:5][CH:4]=[CH:3][CH:2]=1.O[C:15]1[CH:16]=[C:17]2[C:22](=[CH:23][CH:24]=1)[CH:21]=[C:20]([C@:25]1([CH3:31])[CH2:29][O:28][C:27](=[O:30])[NH:26]1)[CH:19]=[CH:18]2.C1(P(C2C=CC=CC=2)C2C=CC=CC=2)C=CC=CC=1.O1CCCC1.N(C(OC(C)C)=O)=NC(OC(C)C)=O. (6) Given the product [Cl:1][C:2]1[CH:7]=[CH:6][N:5]2[N:8]=[C:9]([C:16]3[CH:17]=[CH:18][C:19]([F:22])=[CH:20][CH:21]=3)[C:10]([C:11]3[CH:12]=[CH:13][N:36]=[C:34]([NH:33][C:27]4[CH:32]=[CH:31][CH:30]=[CH:29][CH:28]=4)[N:35]=3)=[C:4]2[CH:3]=1, predict the reactants needed to synthesize it. The reactants are: [Cl:1][C:2]1[CH:7]=[CH:6][N:5]2[N:8]=[C:9]([C:16]3[CH:21]=[CH:20][C:19]([F:22])=[CH:18][CH:17]=3)[C:10]([C:11](=O)[C:12]#[C:13]C)=[C:4]2[CH:3]=1.[N+]([O-])(O)=O.[C:27]1([NH:33][C:34]([NH2:36])=[NH:35])[CH:32]=[CH:31][CH:30]=[CH:29][CH:28]=1.C(=O)([O-])[O-].[K+].[K+]. (7) Given the product [NH2:1][C:2]1[C:7]([C:8]#[N:9])=[C:6]([C:10]2[CH:15]=[CH:14][C:13]([O:16][CH:17]3[CH2:21][CH2:20][O:19][CH2:18]3)=[C:12]([F:22])[CH:11]=2)[C:5]([C:23]#[N:24])=[C:4]([S:25][CH2:27][C:28]2[N:29]=[C:30]([C:33]3[CH:38]=[CH:37][C:36]([Cl:39])=[CH:35][CH:34]=3)[S:31][CH:32]=2)[N:3]=1, predict the reactants needed to synthesize it. The reactants are: [NH2:1][C:2]1[C:7]([C:8]#[N:9])=[C:6]([C:10]2[CH:15]=[CH:14][C:13]([O:16][CH:17]3[CH2:21][CH2:20][O:19][CH2:18]3)=[C:12]([F:22])[CH:11]=2)[C:5]([C:23]#[N:24])=[C:4]([SH:25])[N:3]=1.Cl[CH2:27][C:28]1[N:29]=[C:30]([C:33]2[CH:38]=[CH:37][C:36]([Cl:39])=[CH:35][CH:34]=2)[S:31][CH:32]=1.C(=O)(O)[O-].[Na+]. (8) Given the product [Cl:16][C:17]1[C:18]([O:15][C:11]2[CH:10]=[C:9]3[C:14](=[CH:13][CH:12]=2)[N:6]([CH:3]([CH3:5])[CH3:4])[N:7]=[CH:8]3)=[CH:19][C:20]([F:30])=[C:21]([CH:29]=1)[C:22]([NH:24][S:25]([CH3:28])(=[O:26])=[O:27])=[O:23], predict the reactants needed to synthesize it. The reactants are: [H-].[Na+].[CH:3]([N:6]1[C:14]2[C:9](=[CH:10][C:11]([OH:15])=[CH:12][CH:13]=2)[CH:8]=[N:7]1)([CH3:5])[CH3:4].[Cl:16][C:17]1[C:18](F)=[CH:19][C:20]([F:30])=[C:21]([CH:29]=1)[C:22]([NH:24][S:25]([CH3:28])(=[O:27])=[O:26])=[O:23]. (9) Given the product [Br:17][C:18]1[CH:25]=[CH:24][C:21]([CH:22]2[C:3]3[C:4](=[CH:6][C:7]([Cl:9])=[CH:8][C:2]=3[Cl:1])[NH:5][CH:11]([C:10]([OH:14])=[O:13])[CH2:23]2)=[CH:20][CH:19]=1, predict the reactants needed to synthesize it. The reactants are: [Cl:1][C:2]1[CH:3]=[C:4]([CH:6]=[C:7]([Cl:9])[CH:8]=1)[NH2:5].[C:10]([O:14]CC)(=[O:13])[CH:11]=O.[Br:17][C:18]1[CH:25]=[CH:24][C:21]([CH:22]=[CH2:23])=[CH:20][CH:19]=1.FC(F)(F)C(O)=O.[OH-].[Na+]. (10) Given the product [Br:1][C:2]1[CH:3]=[CH:4][C:5]([C:8]2[N:12]3[CH2:13][CH2:14][CH2:15][CH2:16][C:11]3=[CH:10][N:9]=2)=[CH:6][CH:7]=1, predict the reactants needed to synthesize it. The reactants are: [Br:1][C:2]1[CH:7]=[CH:6][C:5]([C:8]2[N:12]3[CH2:13][CH2:14][CH2:15][CH2:16][CH:11]3[CH2:10][N:9]=2)=[CH:4][CH:3]=1.[Mn]([O-])([O-])(=O)=O.[Ba+2].